Predict the product of the given reaction. From a dataset of Forward reaction prediction with 1.9M reactions from USPTO patents (1976-2016). (1) The product is: [CH2:1]([CH:3]([C:6]1[C:7]2[N:8]([C:13]([C:17]3[C:18]4[CH:26]=[CH:25][CH:24]=[C:23]([CH:27]([CH3:29])[CH3:28])[C:19]=4[S:20][C:21]=3[CH3:22])=[C:14]([CH3:16])[N:15]=2)[N:9]=[C:10]([CH3:12])[CH:11]=1)[CH2:4][CH3:5])[CH3:2]. Given the reactants [CH2:1]([CH:3]([C:6]1[C:7]2[N:8]([C:13]([C:17]3[C:18]4[CH:26]=[CH:25][CH:24]=[C:23]([C:27]([CH3:29])=[CH2:28])[C:19]=4[S:20][C:21]=3[CH3:22])=[C:14]([CH3:16])[N:15]=2)[N:9]=[C:10]([CH3:12])[CH:11]=1)[CH2:4][CH3:5])[CH3:2], predict the reaction product. (2) Given the reactants [CH3:1][N:2]([CH3:35])[CH2:3][CH2:4][O:5][C:6]1[CH:11]=[CH:10][C:9]([NH:12][C:13](=[O:34])/[C:14](/[C:24]2[CH:29]=[CH:28][CH:27]=[C:26]([O:30]COC)[CH:25]=2)=[C:15](/[C:18]2[CH:23]=[CH:22][CH:21]=[CH:20][CH:19]=2)\[CH2:16][CH3:17])=[CH:8][CH:7]=1.Cl.C([O-])(O)=O.[Na+], predict the reaction product. The product is: [CH3:35][N:2]([CH3:1])[CH2:3][CH2:4][O:5][C:6]1[CH:11]=[CH:10][C:9]([NH:12][C:13](=[O:34])/[C:14](/[C:24]2[CH:29]=[CH:28][CH:27]=[C:26]([OH:30])[CH:25]=2)=[C:15](/[C:18]2[CH:19]=[CH:20][CH:21]=[CH:22][CH:23]=2)\[CH2:16][CH3:17])=[CH:8][CH:7]=1. (3) Given the reactants Cl[C:2]1[N:3]=[C:4]([N:24]2[CH2:29][CH2:28][O:27][CH2:26][CH2:25]2)[C:5]2[N:11]=[CH:10][C:9]([C:12]3[CH:23]=[CH:22][C:15]([C:16]([NH:18][CH:19]4[CH2:21][CH2:20]4)=[O:17])=[CH:14][CH:13]=3)=[CH:8][C:6]=2[N:7]=1.[C:30]([O:34][C:35]([NH:37][C:38]1[N:43]=[CH:42][C:41](B(O)O)=[CH:40][N:39]=1)=[O:36])([CH3:33])([CH3:32])[CH3:31].P([O-])([O-])([O-])=O.[K+].[K+].[K+].CN(C=O)C, predict the reaction product. The product is: [C:30]([O:34][C:35](=[O:36])[NH:37][C:38]1[N:43]=[CH:42][C:41]([C:2]2[N:3]=[C:4]([N:24]3[CH2:29][CH2:28][O:27][CH2:26][CH2:25]3)[C:5]3[N:11]=[CH:10][C:9]([C:12]4[CH:23]=[CH:22][C:15]([C:16](=[O:17])[NH:18][CH:19]5[CH2:21][CH2:20]5)=[CH:14][CH:13]=4)=[CH:8][C:6]=3[N:7]=2)=[CH:40][N:39]=1)([CH3:33])([CH3:31])[CH3:32]. (4) Given the reactants [Cl:1][C:2]1[CH:3]=[C:4]([C@@H:12]([CH2:16][CH:17]2[CH2:21][CH2:20][CH2:19][CH2:18]2)[C:13]([OH:15])=O)[CH:5]=[CH:6][C:7]=1[S:8]([CH3:11])(=[O:10])=[O:9].C(Cl)(=O)C(Cl)=O.[CH3:28][S:29][CH2:30][C:31]1[N:32]=[CH:33][C:34]([NH2:37])=[N:35][CH:36]=1.N1C=CC=CC=1, predict the reaction product. The product is: [Cl:1][C:2]1[CH:3]=[C:4]([C@@H:12]([CH2:16][CH:17]2[CH2:21][CH2:20][CH2:19][CH2:18]2)[C:13]([NH:37][C:34]2[CH:33]=[N:32][C:31]([CH2:30][S:29][CH3:28])=[CH:36][N:35]=2)=[O:15])[CH:5]=[CH:6][C:7]=1[S:8]([CH3:11])(=[O:9])=[O:10]. (5) Given the reactants [CH3:1][N:2]1[CH:6]=[CH:5][C:4]([NH:7][C:8]([C:10]2[CH:20]=[C:19]([OH:21])[C:13]3[CH2:14][C:15]([CH3:18])([CH3:17])[O:16][C:12]=3[CH:11]=2)=[O:9])=[N:3]1.Cl[CH2:23][C:24]1[N:29]=[C:28]([C:30]2[CH:35]=[N:34][CH:33]=[CH:32][N:31]=2)[N:27]=[C:26]([OH:36])[CH:25]=1.C([O-])([O-])=O.[Cs+].[Cs+], predict the reaction product. The product is: [CH3:1][N:2]1[CH:6]=[CH:5][C:4]([NH:7][C:8]([C:10]2[CH:20]=[C:19]([O:21][CH2:23][C:24]3[CH:25]=[C:26]([OH:36])[N:27]=[C:28]([C:30]4[CH:35]=[N:34][CH:33]=[CH:32][N:31]=4)[N:29]=3)[C:13]3[CH2:14][C:15]([CH3:18])([CH3:17])[O:16][C:12]=3[CH:11]=2)=[O:9])=[N:3]1. (6) Given the reactants [O:1]=[C:2]1[O:6][C@H:5]2[CH2:7][C@@H:8]([O:22][C:23](=[O:30])[C:24]3[CH:29]=[CH:28][CH:27]=[CH:26][CH:25]=3)[C@H:9](/[CH:10]=[CH:11]/[C:12](=[O:21])[CH2:13][CH2:14][C:15]3[CH:20]=[CH:19][CH:18]=[CH:17][CH:16]=3)[C@H:4]2[CH2:3]1.CO, predict the reaction product. The product is: [OH:21][C@@H:12]([CH2:13][CH2:14][C:15]1[CH:20]=[CH:19][CH:18]=[CH:17][CH:16]=1)/[CH:11]=[CH:10]/[C@@H:9]1[C@@H:4]2[C@@H:5]([O:6][C:2](=[O:1])[CH2:3]2)[CH2:7][C@H:8]1[O:22][C:23](=[O:30])[C:24]1[CH:25]=[CH:26][CH:27]=[CH:28][CH:29]=1. (7) The product is: [N+:27]([C:5]1[C:6]([C:14]([C:16]2[CH:17]=[CH:18][C:19]([C:20]([O:22][CH3:23])=[O:21])=[CH:24][CH:25]=2)=[O:15])=[CH:7][C:8]2[C:9]([CH3:12])([CH3:13])[CH2:10][CH2:11][C:2]([CH3:26])([CH3:1])[C:3]=2[CH:4]=1)([O-:29])=[O:28]. Given the reactants [CH3:1][C:2]1([CH3:26])[CH2:11][CH2:10][C:9]([CH3:13])([CH3:12])[C:8]2[CH:7]=[C:6]([C:14]([C:16]3[CH:25]=[CH:24][C:19]([C:20]([O:22][CH3:23])=[O:21])=[CH:18][CH:17]=3)=[O:15])[CH:5]=[CH:4][C:3]1=2.[N+:27]([O-])([O-:29])=[O:28].[K+], predict the reaction product.